Dataset: Forward reaction prediction with 1.9M reactions from USPTO patents (1976-2016). Task: Predict the product of the given reaction. Given the reactants [NH2:1][C:2]1[C:3]2[C:10]([C:11]3[CH:16]=[CH:15][CH:14]=[C:13]([O:17][CH2:18][CH:19]4[CH2:24][CH2:23][CH2:22][CH2:21][O:20]4)[CH:12]=3)=[CH:9][N:8]([C@@H:25]3[CH2:28][C@H:27]([CH:29]=O)[CH2:26]3)[C:4]=2[N:5]=[CH:6][N:7]=1.[NH:31]1[CH2:38][CH2:37][CH2:36][C@H:32]1[C:33]([OH:35])=[O:34], predict the reaction product. The product is: [NH2:1][C:2]1[C:3]2[C:10]([C:11]3[CH:16]=[CH:15][CH:14]=[C:13]([O:17][CH2:18][CH:19]4[CH2:24][CH2:23][CH2:22][CH2:21][O:20]4)[CH:12]=3)=[CH:9][N:8]([C@@H:25]3[CH2:28][C@H:27]([CH2:29][N:31]4[CH2:38][CH2:37][CH2:36][CH:32]4[C:33]([OH:35])=[O:34])[CH2:26]3)[C:4]=2[N:5]=[CH:6][N:7]=1.